From a dataset of NCI-60 drug combinations with 297,098 pairs across 59 cell lines. Regression. Given two drug SMILES strings and cell line genomic features, predict the synergy score measuring deviation from expected non-interaction effect. Drug 1: CCC1=CC2CC(C3=C(CN(C2)C1)C4=CC=CC=C4N3)(C5=C(C=C6C(=C5)C78CCN9C7C(C=CC9)(C(C(C8N6C)(C(=O)OC)O)OC(=O)C)CC)OC)C(=O)OC.C(C(C(=O)O)O)(C(=O)O)O. Drug 2: C1CN(P(=O)(OC1)NCCCl)CCCl. Cell line: SN12C. Synergy scores: CSS=31.2, Synergy_ZIP=-6.74, Synergy_Bliss=-0.495, Synergy_Loewe=-70.3, Synergy_HSA=-0.850.